From a dataset of Choline transporter screen with 302,306 compounds. Binary Classification. Given a drug SMILES string, predict its activity (active/inactive) in a high-throughput screening assay against a specified biological target. The molecule is S(=O)(=O)(N1CCN(CC1)c1ccccc1)c1cc2C(C(=O)N(c2cc1)C)(C)C. The result is 0 (inactive).